Dataset: Full USPTO retrosynthesis dataset with 1.9M reactions from patents (1976-2016). Task: Predict the reactants needed to synthesize the given product. (1) Given the product [CH2:1]([C:5]1[C:10]([O:11][CH2:12][CH3:13])=[CH:9][N:8]=[C:7]([C:14]2[CH:19]=[CH:18][CH:17]=[C:16]([B:21]3[O:25][C:24]([CH3:27])([CH3:26])[C:23]([CH3:29])([CH3:28])[O:22]3)[CH:15]=2)[N:6]=1)[CH2:2][CH2:3][CH3:4], predict the reactants needed to synthesize it. The reactants are: [CH2:1]([C:5]1[C:10]([O:11][CH2:12][CH3:13])=[CH:9][N:8]=[C:7]([C:14]2[CH:19]=[CH:18][CH:17]=[C:16](Cl)[CH:15]=2)[N:6]=1)[CH2:2][CH2:3][CH3:4].[B:21]1([B:21]2[O:25][C:24]([CH3:27])([CH3:26])[C:23]([CH3:29])([CH3:28])[O:22]2)[O:25][C:24]([CH3:27])([CH3:26])[C:23]([CH3:29])([CH3:28])[O:22]1.CC(C1C=C(C(C)C)C(C2C=CC=CC=2P(C2CCCCC2)C2CCCCC2)=C(C(C)C)C=1)C.CC([O-])=O.[K+]. (2) Given the product [OH:29][C:13]1[CH:14]=[C:15]([O:18][C:19]2[CH:24]=[CH:23][C:22]([C:25]([F:28])([F:27])[F:26])=[CH:21][CH:20]=2)[CH:16]=[CH:17][C:12]=1[NH:11][C:9](=[O:10])[CH2:8][C:5]1[CH:6]=[CH:7][C:2]([C:36]2[CH:35]=[CH:34][CH:33]=[C:32]([O:31][CH3:30])[CH:37]=2)=[CH:3][CH:4]=1, predict the reactants needed to synthesize it. The reactants are: Br[C:2]1[CH:7]=[CH:6][C:5]([CH2:8][C:9]([NH:11][C:12]2[CH:17]=[CH:16][C:15]([O:18][C:19]3[CH:24]=[CH:23][C:22]([C:25]([F:28])([F:27])[F:26])=[CH:21][CH:20]=3)=[CH:14][C:13]=2[OH:29])=[O:10])=[CH:4][CH:3]=1.[CH3:30][O:31][C:32]1[CH:33]=[C:34](B(O)O)[CH:35]=[CH:36][CH:37]=1.C([O-])([O-])=O.[Na+].[Na+]. (3) Given the product [CH3:38][C:34]1[N:33]=[C:32]([C:9]2[C:8]([C:6]3[CH:5]=[CH:4][N:3]=[C:2]([C:44]4[CH:45]=[CH:46][C:41]([C:39]#[N:40])=[CH:42][CH:43]=4)[CH:7]=3)=[CH:12][NH:11][N:10]=2)[CH:37]=[CH:36][CH:35]=1, predict the reactants needed to synthesize it. The reactants are: Br[C:2]1[CH:7]=[C:6]([C:8]2[C:9]([C:32]3[CH:37]=[CH:36][CH:35]=[C:34]([CH3:38])[N:33]=3)=[N:10][N:11](C(C3C=CC=CC=3)(C3C=CC=CC=3)C3C=CC=CC=3)[CH:12]=2)[CH:5]=[CH:4][N:3]=1.[C:39]([C:41]1[CH:46]=[CH:45][C:44](B(O)O)=[CH:43][CH:42]=1)#[N:40]. (4) Given the product [CH:1]([C:4]1[CH:9]=[CH:8][C:7]([S:10]([NH:13][C:14]2[CH:15]=[C:16]3[O:23][CH2:22][CH:21]([NH:24][CH2:25][CH2:26][CH3:27])[CH2:20][C:17]3=[N:18][CH:19]=2)(=[O:12])=[O:11])=[CH:6][CH:5]=1)([CH3:3])[CH3:2], predict the reactants needed to synthesize it. The reactants are: [CH:1]([C:4]1[CH:9]=[CH:8][C:7]([S:10]([NH:13][C:14]2[CH:15]=[C:16]3[O:23][CH2:22][CH:21]([NH:24][C:25](=O)[CH2:26][CH3:27])[CH2:20][C:17]3=[N:18][CH:19]=2)(=[O:12])=[O:11])=[CH:6][CH:5]=1)([CH3:3])[CH3:2].B.C1COCC1.